Dataset: Catalyst prediction with 721,799 reactions and 888 catalyst types from USPTO. Task: Predict which catalyst facilitates the given reaction. (1) Reactant: Cl[C:2]1[C:7]([C:8]#[N:9])=[C:6]([NH:10][CH2:11][CH2:12][OH:13])[N:5]=[C:4]([NH:14][CH2:15][CH2:16][OH:17])[N:3]=1.[C:18]([C:20]1[CH:25]=[CH:24][CH:23]=[CH:22][C:21]=1[N:26]1[CH2:31][CH2:30][NH:29][CH2:28][CH2:27]1)#[N:19].C(N(C(C)C)C(C)C)C. Product: [C:18]([C:20]1[CH:25]=[CH:24][CH:23]=[CH:22][C:21]=1[N:26]1[CH2:31][CH2:30][N:29]([C:2]2[C:7]([C:8]#[N:9])=[C:6]([NH:10][CH2:11][CH2:12][OH:13])[N:5]=[C:4]([NH:14][CH2:15][CH2:16][OH:17])[N:3]=2)[CH2:28][CH2:27]1)#[N:19]. The catalyst class is: 12. (2) Product: [Cl:19][C:13]1[CH:12]=[C:11]([CH:4]([CH2:5][CH:6]2[CH2:10][CH2:9][CH2:8][CH2:7]2)[C:3]([OH:20])=[O:2])[CH:16]=[CH:15][C:14]=1[S:17][CH3:18]. The catalyst class is: 40. Reactant: C[O:2][C:3](=[O:20])[CH:4]([C:11]1[CH:16]=[CH:15][C:14]([S:17][CH3:18])=[C:13]([Cl:19])[CH:12]=1)[CH2:5][CH:6]1[CH2:10][CH2:9][CH2:8][CH2:7]1.[OH-].[K+]. (3) Reactant: C(OC([NH:8][CH:9]([CH2:12][C:13]1[CH:18]=[CH:17][CH:16]=[CH:15][CH:14]=1)[CH:10]=O)=O)(C)(C)C.[C:19]1(S(CP(OCC)(=O)OCC)(=O)=O)[CH:24]=[CH:23][CH:22]=[CH:21][CH:20]=1.C[O-].[Na+].[CH:40]([S:42]([CH:45]=[CH2:46])(=[O:44])=[O:43])=C.[ClH:47]. Product: [ClH:47].[C:19]1([CH:12]([C:13]2[CH:14]=[CH:15][CH:16]=[CH:17][CH:18]=2)[C@H:9]([NH2:8])[CH:10]=[CH:40][S:42]([CH:45]=[CH:46][C@@H:9]([NH2:8])[CH:12]([C:19]2[CH:20]=[CH:21][CH:22]=[CH:23][CH:24]=2)[C:13]2[CH:18]=[CH:17][CH:16]=[CH:15][CH:14]=2)(=[O:44])=[O:43])[CH:24]=[CH:23][CH:22]=[CH:21][CH:20]=1. The catalyst class is: 25. (4) Reactant: [OH:1][N:2]=[C:3](Cl)[C:4]1[CH:9]=[CH:8][C:7]([O:10][C:11]([F:14])([F:13])[F:12])=[CH:6][CH:5]=1.[CH3:16][O:17][C:18](=[O:22])[CH2:19][C:20]#[N:21].C[O-].[Na+]. Product: [NH2:21][C:20]1[O:1][N:2]=[C:3]([C:4]2[CH:9]=[CH:8][C:7]([O:10][C:11]([F:14])([F:13])[F:12])=[CH:6][CH:5]=2)[C:19]=1[C:18]([O:17][CH3:16])=[O:22]. The catalyst class is: 5. (5) Reactant: C(=O)([O-])[O-].[K+].[K+].[I-].[Na+].[Cl:9][C:10]1[CH:15]=[CH:14][C:13]([CH2:16]Cl)=[CH:12][N:11]=1.[OH:18][C:19]1[CH:24]=[CH:23][C:22]([C:25]([O:27][CH2:28][CH3:29])=[O:26])=[CH:21][CH:20]=1. Product: [Cl:9][C:10]1[N:11]=[CH:12][C:13]([CH2:16][O:18][C:19]2[CH:20]=[CH:21][C:22]([C:25]([O:27][CH2:28][CH3:29])=[O:26])=[CH:23][CH:24]=2)=[CH:14][CH:15]=1. The catalyst class is: 136. (6) Product: [CH3:1][C:2]1[CH:7]=[CH:6][C:5]([O:8][C:9]2[CH:14]=[CH:13][C:12]([NH2:15])=[CH:11][CH:10]=2)=[CH:4][C:3]=1[O:18][CH3:19]. The catalyst class is: 7. Reactant: [CH3:1][C:2]1[CH:7]=[CH:6][C:5]([O:8][C:9]2[CH:14]=[CH:13][C:12]([N+:15]([O-])=O)=[CH:11][CH:10]=2)=[CH:4][C:3]=1[O:18][CH3:19].O.[Cl-].[NH4+]. (7) Reactant: C([Si]([O:8][C:9]1[CH:14]=[CH:13][C:12]([CH2:15][CH2:16][C:17]([CH3:36])=[CH:18][C:19]2[CH:24]=[CH:23][C:22]([O:25][Si](C(C)(C)C)(C)C)=[C:21]([O:33][CH2:34][CH3:35])[CH:20]=2)=[CH:11][CH:10]=1)(C)C)(C)(C)C.[N+](CCCC)(CCCC)(CCCC)CCCC.[F-].O. Product: [CH2:34]([O:33][C:21]1[CH:20]=[C:19]([CH:18]=[C:17]([CH3:36])[CH2:16][CH2:15][C:12]2[CH:11]=[CH:10][C:9]([OH:8])=[CH:14][CH:13]=2)[CH:24]=[CH:23][C:22]=1[OH:25])[CH3:35]. The catalyst class is: 1.